This data is from Forward reaction prediction with 1.9M reactions from USPTO patents (1976-2016). The task is: Predict the product of the given reaction. (1) Given the reactants [Cl:1][C:2]1[CH:11]=[C:10]2[C:5]([C:6]([NH:12][C@H:13]3[CH2:18][CH2:17][C@@H:16]([NH:19]C4C5C(=CC(Cl)=CC=5)N=CC=4)[CH2:15][CH2:14]3)=[CH:7][CH:8]=[N:9]2)=[CH:4][CH:3]=1.[Br:31][C:32]1[CH:33]=[C:34]([CH:38]=[C:39]([F:41])[CH:40]=1)[C:35]([OH:37])=O.ON1C2C=CC=CC=2N=N1.CN(C)CCCN=C=NCC, predict the reaction product. The product is: [Br:31][C:32]1[CH:33]=[C:34]([CH:38]=[C:39]([F:41])[CH:40]=1)[C:35]([NH:19][CH:16]1[CH2:15][CH2:14][CH:13]([NH:12][C:6]2[C:5]3[C:10](=[CH:11][C:2]([Cl:1])=[CH:3][CH:4]=3)[N:9]=[CH:8][CH:7]=2)[CH2:18][CH2:17]1)=[O:37]. (2) Given the reactants Cl[C:2]1[CH:7]=[CH:6][C:5]([C:8]2[N:12]=[CH:11][N:10]([CH3:13])[N:9]=2)=[CH:4][N:3]=1.[C:14]([O:18][C:19]([N:21]1[CH2:26][CH:25]=[C:24](B(O)O)[CH2:23][CH2:22]1)=[O:20])([CH3:17])([CH3:16])[CH3:15].C(=O)([O-])[O-].[Cs+].[Cs+], predict the reaction product. The product is: [CH3:13][N:10]1[CH:11]=[N:12][C:8]([C:5]2[CH:6]=[CH:7][C:2]([C:24]3[CH2:25][CH2:26][N:21]([C:19]([O:18][C:14]([CH3:17])([CH3:16])[CH3:15])=[O:20])[CH2:22][CH:23]=3)=[N:3][CH:4]=2)=[N:9]1. (3) Given the reactants [CH:1]1([CH2:4][OH:5])[CH2:3][CH2:2]1.C([Cl:9])(=O)C.[NH2:10][C@@H:11]([C:14](O)=[O:15])[CH2:12][OH:13], predict the reaction product. The product is: [ClH:9].[NH2:10][C@H:11]([CH2:14][OH:15])[C:12]([O:5][CH2:4][CH:1]1[CH2:3][CH2:2]1)=[O:13].